From a dataset of Full USPTO retrosynthesis dataset with 1.9M reactions from patents (1976-2016). Predict the reactants needed to synthesize the given product. (1) Given the product [Cl:10][C:5]1[C:6]([Cl:9])=[C:7]2[NH:8][C:21]([C:20]3[CH:19]=[CH:18][C:17]([N:11]4[CH2:16][CH2:15][O:14][CH2:13][CH2:12]4)=[CH:25][CH:24]=3)=[N:1][C:2]2=[N:3][CH:4]=1, predict the reactants needed to synthesize it. The reactants are: [NH2:1][C:2]1[C:7]([NH2:8])=[C:6]([Cl:9])[C:5]([Cl:10])=[CH:4][N:3]=1.[N:11]1([C:17]2[CH:25]=[CH:24][C:20]([C:21](O)=O)=[CH:19][CH:18]=2)[CH2:16][CH2:15][O:14][CH2:13][CH2:12]1. (2) Given the product [F:1][C:2]1[CH:7]=[CH:6][C:5]([N:8]2[C:12]([C:13]3[N:14]=[CH:15][N:16]([C:18]4[CH:26]=[CH:25][C:21]([C:22]([NH2:30])=[O:23])=[CH:20][N:19]=4)[CH:17]=3)=[C:11]([CH3:27])[N:10]=[N:9]2)=[CH:4][CH:3]=1, predict the reactants needed to synthesize it. The reactants are: [F:1][C:2]1[CH:7]=[CH:6][C:5]([N:8]2[C:12]([C:13]3[N:14]=[CH:15][N:16]([C:18]4[CH:26]=[CH:25][C:21]([C:22](O)=[O:23])=[CH:20][N:19]=4)[CH:17]=3)=[C:11]([CH3:27])[N:10]=[N:9]2)=[CH:4][CH:3]=1.C1N=C[N:30](C(N2C=NC=C2)=O)C=1.[OH-].[NH4+]. (3) Given the product [C:23]([O:22][C@@H:17]([C:16]1[C:15]([CH3:27])=[CH:14][N:13]2[N:28]=[C:29]3[CH:30]=[C:12]2[C:11]=1[N:8]1[CH2:7][CH2:6][C:5]([CH3:50])([O:4][CH2:1][CH:2]=[CH:49][CH:46]([CH3:47])[CH2:45][O:44][C:38]2[CH:39]=[CH:40][C:41]([CH3:43])=[CH:42][C:37]=2[C:33]2[CH:32]=[C:31]3[CH:36]=[CH:35][CH:34]=2)[CH2:10][CH2:9]1)[C:18]([O:20][CH3:21])=[O:19])([CH3:26])([CH3:24])[CH3:25], predict the reactants needed to synthesize it. The reactants are: [CH2:1]([O:4][C:5]1([CH3:50])[CH2:10][CH2:9][N:8]([C:11]2[C:12]3[N:13]([N:28]=[C:29]([C:31]4[CH:32]=[C:33]([C:37]5[CH:42]=[C:41]([CH3:43])[CH:40]=[CH:39][C:38]=5[O:44][CH2:45][CH:46]([CH3:49])[CH:47]=C)[CH:34]=[CH:35][CH:36]=4)[CH:30]=3)[CH:14]=[C:15]([CH3:27])[C:16]=2[C@H:17]([O:22][C:23]([CH3:26])([CH3:25])[CH3:24])[C:18]([O:20][CH3:21])=[O:19])[CH2:7][CH2:6]1)[CH:2]=C. (4) Given the product [CH:1]([O:14][C:15]1[C:24]2[N:23]=[CH:22][CH:21]=[N:20][C:19]=2[C:18]([O:25][CH3:39])=[C:17]2[C:26](=[O:38])[N:27]([CH2:30][C:31]3[CH:32]=[CH:33][C:34]([F:37])=[CH:35][CH:36]=3)[C:28](=[O:29])[C:16]=12)([C:2]1[CH:7]=[CH:6][CH:5]=[CH:4][CH:3]=1)[C:8]1[CH:9]=[CH:10][CH:11]=[CH:12][CH:13]=1, predict the reactants needed to synthesize it. The reactants are: [CH:1]([O:14][C:15]1[C:24]2[N:23]=[CH:22][CH:21]=[N:20][C:19]=2[C:18]([OH:25])=[C:17]2[C:26](=[O:38])[N:27]([CH2:30][C:31]3[CH:36]=[CH:35][C:34]([F:37])=[CH:33][CH:32]=3)[C:28](=[O:29])[C:16]=12)([C:8]1[CH:13]=[CH:12][CH:11]=[CH:10][CH:9]=1)[C:2]1[CH:7]=[CH:6][CH:5]=[CH:4][CH:3]=1.[C:39]([O-])([O-])=O.[K+].[K+].CI. (5) Given the product [N+:1]([C:4]1[CH:9]=[CH:8][C:7]([N:10]2[CH:14]=[C:13]([C:15]([F:18])([F:17])[F:16])[N:12]=[C:11]2[CH2:19][OH:20])=[CH:6][CH:5]=1)([O-:3])=[O:2], predict the reactants needed to synthesize it. The reactants are: [N+:1]([C:4]1[CH:9]=[CH:8][C:7]([N:10]2[CH:14]=[C:13]([C:15]([F:18])([F:17])[F:16])[N:12]=[C:11]2[CH:19]=[O:20])=[CH:6][CH:5]=1)([O-:3])=[O:2].[BH4-].[Na+]. (6) Given the product [CH3:12][C:9]1[C:8]2[C:13](=[O:14])[NH:15][C:1]([CH2:2][CH2:3][CH3:4])=[N:6][C:7]=2[S:11][N:10]=1, predict the reactants needed to synthesize it. The reactants are: [C:1]([NH:6][C:7]1[S:11][N:10]=[C:9]([CH3:12])[C:8]=1[C:13]([NH2:15])=[O:14])(=O)[CH2:2][CH2:3][CH3:4]. (7) Given the product [C:1]([O:5][C:6](=[O:7])[NH:8][C@@H:9]([CH3:13])[C:10]([N:16]([O:17][CH3:18])[CH3:15])=[O:12])([CH3:2])([CH3:3])[CH3:4], predict the reactants needed to synthesize it. The reactants are: [C:1]([O:5][C:6]([NH:8][C@@H:9]([CH3:13])[C:10]([OH:12])=O)=[O:7])([CH3:4])([CH3:3])[CH3:2].Cl.[CH3:15][NH:16][O:17][CH3:18].C1C=NC2N(O)N=NC=2C=1.CCN(CC)CC.CCN=C=NCCCN(C)C. (8) Given the product [O:15]1[CH2:16][CH2:17][CH2:18][CH2:19][CH:14]1[O:13][CH2:12][CH2:11][CH2:10][CH2:9][CH2:8][CH2:7][CH2:6][CH2:5][CH2:4][CH2:3][CH2:2][CH2:21][CH2:22][CH2:23][CH2:24][CH2:25][C:26]([O:28][CH2:29][CH3:30])=[O:27], predict the reactants needed to synthesize it. The reactants are: I[CH2:2][CH2:3][CH2:4][CH2:5][CH2:6][CH2:7][CH2:8][CH2:9][CH2:10][CH2:11][CH2:12][O:13][CH:14]1[CH2:19][CH2:18][CH2:17][CH2:16][O:15]1.Br[CH2:21][CH2:22][CH2:23][CH2:24][CH2:25][C:26]([O:28][CH2:29][CH3:30])=[O:27].CC([C@@H]1N=C(C2C=CC=C(C3OC[C@H](C(C)C)N=3)N=2)OC1)C. (9) Given the product [I:1][C:2]1[CH:3]=[CH:4][C:5]([O:11][CH3:12])=[C:6]([CH:10]=1)[C:7]([NH2:21])=[O:8], predict the reactants needed to synthesize it. The reactants are: [I:1][C:2]1[CH:3]=[CH:4][C:5]([O:11][CH3:12])=[C:6]([CH:10]=1)[C:7](O)=[O:8].C(Cl)CCl.C1C=[N:21]C2N(O)N=NC=2C=1.[Cl-].[NH4+].CCN(C(C)C)C(C)C. (10) Given the product [CH2:1]([N:8]1[CH:12]=[C:11]([CH:13]=[O:14])[C:10]([O:15][CH2:16][C:17]2[CH:22]=[CH:21][C:20]([O:23][CH2:24][C:25]3[N:26]=[C:27]([C:31]4[O:32][CH:33]=[CH:34][CH:35]=4)[O:28][C:29]=3[CH3:30])=[C:19]([O:36][CH2:37][CH3:38])[CH:18]=2)=[N:9]1)[C:2]1[CH:3]=[CH:4][CH:5]=[CH:6][CH:7]=1, predict the reactants needed to synthesize it. The reactants are: [CH2:1]([N:8]1[CH:12]=[C:11]([CH2:13][OH:14])[C:10]([O:15][CH2:16][C:17]2[CH:22]=[CH:21][C:20]([O:23][CH2:24][C:25]3[N:26]=[C:27]([C:31]4[O:32][CH:33]=[CH:34][CH:35]=4)[O:28][C:29]=3[CH3:30])=[C:19]([O:36][CH2:37][CH3:38])[CH:18]=2)=[N:9]1)[C:2]1[CH:7]=[CH:6][CH:5]=[CH:4][CH:3]=1.